This data is from Catalyst prediction with 721,799 reactions and 888 catalyst types from USPTO. The task is: Predict which catalyst facilitates the given reaction. (1) Reactant: C(Cl)(=O)C([Cl:4])=O.[F:7][C:8]1[CH:9]=[C:10]([CH:13]=[C:14]([N+:17]([O-:19])=[O:18])[C:15]=1O)[C:11]#[N:12]. Product: [Cl:4][C:15]1[C:14]([N+:17]([O-:19])=[O:18])=[CH:13][C:10]([C:11]#[N:12])=[CH:9][C:8]=1[F:7]. The catalyst class is: 3. (2) Reactant: C([NH:4][C:5]([CH2:25][OH:26])([CH2:8][CH:9]([C:11]1[CH:16]=[CH:15][C:14]([CH2:17][CH2:18][CH2:19][CH2:20][CH2:21][CH2:22][CH2:23][CH3:24])=[CH:13][CH:12]=1)[OH:10])[CH2:6][OH:7])(=O)C.[Li+].[OH-]. Product: [NH2:4][C:5]([CH2:8][CH:9]([OH:10])[C:11]1[CH:12]=[CH:13][C:14]([CH2:17][CH2:18][CH2:19][CH2:20][CH2:21][CH2:22][CH2:23][CH3:24])=[CH:15][CH:16]=1)([CH2:6][OH:7])[CH2:25][OH:26]. The catalyst class is: 24. (3) Reactant: [S:1]1[C:5]2[CH:6]=[CH:7][CH:8]=[CH:9][C:4]=2[N:3]=[C:2]1[NH:10][NH2:11].C([O:14][C:15](=O)[CH2:16][C:17]([C:19]1[CH:24]=[CH:23][CH:22]=[C:21]([Br:25])[CH:20]=1)=O)C.O. Product: [S:1]1[C:5]2[CH:6]=[CH:7][CH:8]=[CH:9][C:4]=2[N:3]=[C:2]1[N:10]1[C:15](=[O:14])[CH:16]=[C:17]([C:19]2[CH:24]=[CH:23][CH:22]=[C:21]([Br:25])[CH:20]=2)[NH:11]1. The catalyst class is: 14. (4) The catalyst class is: 34. Reactant: [C:1]1([C:7]2[C:11]3[CH2:12][NH:13][CH2:14][CH2:15][C:10]=3[NH:9][N:8]=2)[CH:6]=[CH:5][CH:4]=[CH:3][CH:2]=1.[C:16]1(/[CH:22]=[CH:23]/[C:24](O)=[O:25])[CH:21]=[CH:20][CH:19]=[CH:18][CH:17]=1.CN(C(ON1N=NC2C=CC=NC1=2)=[N+](C)C)C.F[P-](F)(F)(F)(F)F.CCN(C(C)C)C(C)C. Product: [C:16]1(/[CH:22]=[CH:23]/[C:24]([N:13]2[CH2:14][CH2:15][C:10]3[NH:9][N:8]=[C:7]([C:1]4[CH:2]=[CH:3][CH:4]=[CH:5][CH:6]=4)[C:11]=3[CH2:12]2)=[O:25])[CH:21]=[CH:20][CH:19]=[CH:18][CH:17]=1.